Regression. Given a peptide amino acid sequence and an MHC pseudo amino acid sequence, predict their binding affinity value. This is MHC class I binding data. From a dataset of Peptide-MHC class I binding affinity with 185,985 pairs from IEDB/IMGT. (1) The peptide sequence is VMATRRNVL. The MHC is HLA-E01:03 with pseudo-sequence HLA-E01:03. The binding affinity (normalized) is 0.105. (2) The peptide sequence is GMKAFTAAV. The MHC is HLA-B58:01 with pseudo-sequence HLA-B58:01. The binding affinity (normalized) is 0.0847. (3) The peptide sequence is WAIQCYTGV. The MHC is HLA-B57:01 with pseudo-sequence HLA-B57:01. The binding affinity (normalized) is 0.0847. (4) The peptide sequence is ALRFFLQRL. The MHC is HLA-B08:01 with pseudo-sequence HLA-B08:01. The binding affinity (normalized) is 0.298. (5) The peptide sequence is LDPVTPPELIL. The MHC is Mamu-A01 with pseudo-sequence Mamu-A01. The binding affinity (normalized) is 0.599. (6) The peptide sequence is DRLASTVIY. The MHC is HLA-A02:12 with pseudo-sequence HLA-A02:12. The binding affinity (normalized) is 0.0847.